This data is from Full USPTO retrosynthesis dataset with 1.9M reactions from patents (1976-2016). The task is: Predict the reactants needed to synthesize the given product. (1) Given the product [CH3:35][C:22]1([CH3:34])[O:21][C:20]2[N:19]=[C:18]([N:36]3[CH2:37][CH:38]4[O:43][CH:41]([CH2:40][CH2:39]4)[CH2:42]3)[N:17]=[C:16]([C:13]3[CH:14]=[CH:15][C:10]([NH:9][C:8]([NH:51][C:48]4[CH:47]=[C:46]([CH3:45])[O:50][N:49]=4)=[O:44])=[CH:11][CH:12]=3)[C:26]=2[C:25](=[O:27])[N:24]([CH:28]2[CH2:29][CH2:30][O:31][CH2:32][CH2:33]2)[CH2:23]1, predict the reactants needed to synthesize it. The reactants are: C1(O[C:8](=[O:44])[NH:9][C:10]2[CH:15]=[CH:14][C:13]([C:16]3[C:26]4[C:25](=[O:27])[N:24]([CH:28]5[CH2:33][CH2:32][O:31][CH2:30][CH2:29]5)[CH2:23][C:22]([CH3:35])([CH3:34])[O:21][C:20]=4[N:19]=[C:18]([N:36]4[CH2:42][CH:41]5[O:43][CH:38]([CH2:39][CH2:40]5)[CH2:37]4)[N:17]=3)=[CH:12][CH:11]=2)C=CC=CC=1.[CH3:45][C:46]1[O:50][N:49]=[C:48]([NH2:51])[CH:47]=1.CN(C=O)C. (2) The reactants are: C([O:8][C:9]1[CH:17]=[C:16]([O:18]CC2C=CC=CC=2)[C:15]([CH:26]([CH3:28])[CH3:27])=CC=1C(O)=O)C1C=CC=CC=1.[OH:29]N1C2C=CC=CC=2N=N1.[NH2:39][N:40]1[CH2:45][CH2:44][CH2:43][CH2:42][CH2:41]1.Cl.C(N=C=N[CH2:52][CH2:53][CH2:54][N:55](C)C)C.C([N:60]([CH2:63]C)CC)C. Given the product [OH:8][C:9]1[CH:17]=[C:16]([OH:18])[C:15]([CH:26]([CH3:27])[CH3:28])=[CH:52][C:53]=1[C:54]1[N:39]([N:40]2[CH2:45][CH2:44][CH2:43][CH2:42][CH2:41]2)[C:63](=[O:29])[NH:60][N:55]=1, predict the reactants needed to synthesize it. (3) The reactants are: C([O:3][P:4]([C:9]([C:15]1[CH:20]=[CH:19][C:18]([NH:21][C:22]2[N:30]=[C:29]([CH:31]3[CH2:35][CH2:34][CH2:33][CH2:32]3)[N:28]=[C:27]3[C:23]=2[N:24]=[CH:25][N:26]3[CH:36]([CH3:38])[CH3:37])=[CH:17][CH:16]=1)([O:12]CC)[PH2:10]=[O:11])(=[O:8])[O:5]CC)C.[Si](I)(C)(C)C. Given the product [CH:31]1([C:29]2[N:28]=[C:27]3[C:23]([N:24]=[CH:25][N:26]3[CH:36]([CH3:38])[CH3:37])=[C:22]([NH:21][C:18]3[CH:19]=[CH:20][C:15]([C:9]([P:4](=[O:3])([OH:5])[OH:8])([OH:12])[PH2:10]=[O:11])=[CH:16][CH:17]=3)[N:30]=2)[CH2:32][CH2:33][CH2:34][CH2:35]1, predict the reactants needed to synthesize it. (4) Given the product [ClH:39].[F:1][C:2]1[C:3]([CH2:23][NH:24][CH3:25])=[CH:4][N:5]([S:14]([N:17]2[CH2:22][CH2:21][O:20][CH2:19][CH2:18]2)(=[O:16])=[O:15])[C:6]=1[C:7]1[C:8]([F:13])=[N:9][CH:10]=[CH:11][CH:12]=1, predict the reactants needed to synthesize it. The reactants are: [F:1][C:2]1[C:3]([CH2:23][N:24](C)[C:25](=O)OC(C)(C)C)=[CH:4][N:5]([S:14]([N:17]2[CH2:22][CH2:21][O:20][CH2:19][CH2:18]2)(=[O:16])=[O:15])[C:6]=1[C:7]1[C:8]([F:13])=[N:9][CH:10]=[CH:11][CH:12]=1.C(OCC)(=O)C.[ClH:39].